This data is from Catalyst prediction with 721,799 reactions and 888 catalyst types from USPTO. The task is: Predict which catalyst facilitates the given reaction. (1) Reactant: Br[C:2]1[N:6]([CH3:7])[CH:5]=[N:4][CH:3]=1.C([Mg]Cl)(C)C.[CH:13]([CH:15]1[CH2:20][CH2:19][N:18]([C:21]([O:23][C:24]([CH3:27])([CH3:26])[CH3:25])=[O:22])[CH2:17][CH2:16]1)=[O:14]. Product: [OH:14][CH:13]([C:2]1[N:6]([CH3:7])[CH:5]=[N:4][CH:3]=1)[CH:15]1[CH2:20][CH2:19][N:18]([C:21]([O:23][C:24]([CH3:27])([CH3:26])[CH3:25])=[O:22])[CH2:17][CH2:16]1. The catalyst class is: 1. (2) Reactant: [C:1]([C:5]1[CH:9]=[C:8]([NH2:10])[N:7]([C:11]2[CH:16]=[C:15](C)[CH:14]=[CH:13][C:12]=2[CH3:18])[N:6]=1)([CH3:4])([CH3:3])[CH3:2].FC(F)(F)S(O[C:25]1[C:26]([C:31]([O:33][CH2:34][CH3:35])=[O:32])=[N:27][CH:28]=[CH:29][CH:30]=1)(=O)=O.[CH:38]1C=CC(P(C2C(C3C(P(C4C=CC=CC=4)C4C=CC=CC=4)=CC=C4C=3C=CC=C4)=C3C(C=CC=C3)=CC=2)C2C=CC=CC=2)=CC=1.C([O-])([O-])=O.[Cs+].[Cs+]. Product: [C:1]([C:5]1[CH:9]=[C:8]([NH:10][C:25]2[C:26]([C:31]([O:33][CH2:34][CH3:35])=[O:32])=[N:27][CH:28]=[CH:29][CH:30]=2)[N:7]([C:11]2[C:16]([CH3:38])=[CH:15][CH:14]=[CH:13][C:12]=2[CH3:18])[N:6]=1)([CH3:3])([CH3:2])[CH3:4]. The catalyst class is: 110. (3) Reactant: [CH3:1][C@@H:2]1[CH2:6][CH2:5][CH2:4][N:3]1[CH2:7][CH2:8][N:9]1[CH2:18][CH2:17][C:16]2[C:11](=[CH:12][CH:13]=[C:14]([O:19][C:20]3[CH:28]=[CH:27][C:23]([C:24](O)=[O:25])=[CH:22][CH:21]=3)[CH:15]=2)[C:10]1=[O:29].[NH:30]1[CH2:34][CH2:33][CH2:32][CH2:31]1. The catalyst class is: 5. Product: [CH3:1][C@@H:2]1[CH2:6][CH2:5][CH2:4][N:3]1[CH2:7][CH2:8][N:9]1[CH2:18][CH2:17][C:16]2[C:11](=[CH:12][CH:13]=[C:14]([O:19][C:20]3[CH:21]=[CH:22][C:23]([C:24]([N:30]4[CH2:34][CH2:33][CH2:32][CH2:31]4)=[O:25])=[CH:27][CH:28]=3)[CH:15]=2)[C:10]1=[O:29]. (4) Reactant: C([O:3][C:4]([CH:6]1[CH2:8][CH:7]1[C:9]1[C:10]([CH3:21])=[N:11][O:12][C:13]=1[C:14]1[CH:19]=[CH:18][C:17]([Br:20])=[CH:16][CH:15]=1)=[O:5])C.CO.[OH-].[Na+].Cl. Product: [Br:20][C:17]1[CH:16]=[CH:15][C:14]([C:13]2[O:12][N:11]=[C:10]([CH3:21])[C:9]=2[CH:7]2[CH2:8][CH:6]2[C:4]([OH:5])=[O:3])=[CH:19][CH:18]=1. The catalyst class is: 1. (5) Reactant: C(=O)([O-])[O-].[K+].[K+].C([O:10][C:11]1[CH:38]=[CH:37][C:36]([Br:39])=[CH:35][C:12]=1[C:13]([NH:15][C:16]1[CH:28]=[C:27]([C:29]2[CH:34]=[CH:33][CH:32]=[CH:31][CH:30]=2)[CH:26]=[CH:25][C:17]=1[C:18]([O:20]C(C)(C)C)=[O:19])=[O:14])(=O)C.C(O)(=O)CC(CC(O)=O)(C(O)=O)O.C(OCC)(=O)C. Product: [Br:39][C:36]1[CH:37]=[CH:38][C:11]([OH:10])=[C:12]([CH:35]=1)[C:13]([NH:15][C:16]1[CH:28]=[C:27]([C:29]2[CH:34]=[CH:33][CH:32]=[CH:31][CH:30]=2)[CH:26]=[CH:25][C:17]=1[C:18]([OH:20])=[O:19])=[O:14]. The catalyst class is: 71. (6) The catalyst class is: 78. Product: [C:1]([O:9][C@@H:10]1[CH2:18][C@@H:13]2[O:14][C:15](=[O:17])[CH2:16][C@@H:12]2[C@H:11]1[CH2:19][CH2:20][C:21](=[O:30])[CH2:22][O:23][C:24]1[CH:25]=[CH:26][CH:27]=[CH:28][CH:29]=1)(=[O:8])[C:2]1[CH:7]=[CH:6][CH:5]=[CH:4][CH:3]=1. Reactant: [C:1]([O:9][C@@H:10]1[CH2:18][C@@H:13]2[O:14][C:15](=[O:17])[CH2:16][C@@H:12]2[C@H:11]1/[CH:19]=[CH:20]/[C:21](=[O:30])[CH2:22][O:23][C:24]1[CH:29]=[CH:28][CH:27]=[CH:26][CH:25]=1)(=[O:8])[C:2]1[CH:7]=[CH:6][CH:5]=[CH:4][CH:3]=1.